Dataset: Reaction yield outcomes from USPTO patents with 853,638 reactions. Task: Predict the reaction yield, written as a fraction of the theoretical maximum amount of product (1.0 means a 100% yield; for example, 0.34 means a 34% yield). (1) The reactants are [CH3:1][O:2][C:3]1[CH:17]=[C:16]([CH3:18])[C:6]2[C:7]([C:10]3[CH:15]=[CH:14][CH:13]=[CH:12][CH:11]=3)=[CH:8][O:9][C:5]=2[CH:4]=1.[Li]CCCC.[CH3:24][Si:25](Cl)([CH3:27])[CH3:26]. The catalyst is C1COCC1. The product is [CH3:1][O:2][C:3]1[CH:17]=[C:16]([CH3:18])[C:6]2[C:7]([C:10]3[CH:15]=[CH:14][CH:13]=[CH:12][CH:11]=3)=[C:8]([Si:25]([CH3:27])([CH3:26])[CH3:24])[O:9][C:5]=2[CH:4]=1. The yield is 0.330. (2) The reactants are [NH2:1][C:2]1[CH:3]=[C:4]([C:33]2[CH:38]=[CH:37][C:36]([F:39])=[C:35]([F:40])[CH:34]=2)[CH:5]=[CH:6][C:7]=1[C:8]([NH:10][C@@H:11]([C:23]([O:25][CH2:26][C:27]1[CH:32]=[CH:31][CH:30]=[CH:29][CH:28]=1)=[O:24])[CH2:12][C:13]([O:15][CH2:16][C:17]1[CH:22]=[CH:21][CH:20]=[CH:19][CH:18]=1)=[O:14])=[O:9].[N:41]([C:44]1[C:49]([CH3:50])=[CH:48][C:47]([CH3:51])=[CH:46][C:45]=1[CH3:52])=[C:42]=[O:43]. The catalyst is N1C=CC=CC=1. The product is [F:40][C:35]1[CH:34]=[C:33]([C:4]2[CH:5]=[CH:6][C:7]([C:8]([NH:10][C@@H:11]([C:23]([O:25][CH2:26][C:27]3[CH:28]=[CH:29][CH:30]=[CH:31][CH:32]=3)=[O:24])[CH2:12][C:13]([O:15][CH2:16][C:17]3[CH:18]=[CH:19][CH:20]=[CH:21][CH:22]=3)=[O:14])=[O:9])=[C:2]([NH:1][C:42]([NH:41][C:44]3[C:45]([CH3:52])=[CH:46][C:47]([CH3:51])=[CH:48][C:49]=3[CH3:50])=[O:43])[CH:3]=2)[CH:38]=[CH:37][C:36]=1[F:39]. The yield is 0.580. (3) The reactants are [NH2:1][C:2]1[N:7]=[CH:6][NH:5][C:4](=[O:8])[CH:3]=1.C1CCN2C(=NCCC2)CC1.F[C:21]1[C:30]2[C:25](=[CH:26][CH:27]=[CH:28][CH:29]=2)[C:24]([N+:31]([O-:33])=[O:32])=[CH:23][CH:22]=1. The catalyst is CS(C)=O.CO.C(O)(C(F)(F)F)=O. The product is [N+:31]([C:24]1[C:25]2[C:30](=[CH:29][CH:28]=[CH:27][CH:26]=2)[C:21]([O:8][C:4]2[N:5]=[CH:6][N:7]=[C:2]([NH2:1])[CH:3]=2)=[CH:22][CH:23]=1)([O-:33])=[O:32]. The yield is 0.165. (4) The reactants are [Cl:1][C:2]1[CH:7]=[CH:6][C:5]([OH:8])=[CH:4][CH:3]=1.CC(C)([O-])C.[K+].[CH3:15][S:16]([C:19]1[CH:24]=[CH:23][C:22](F)=[CH:21][CH:20]=1)(=[O:18])=[O:17]. The catalyst is CS(C)=O. The product is [CH3:15][S:16]([C:19]1[CH:24]=[CH:23][CH:22]=[CH:21][C:20]=1[O:8][C:5]1[CH:6]=[CH:7][C:2]([Cl:1])=[CH:3][CH:4]=1)(=[O:18])=[O:17]. The yield is 0.660. (5) The reactants are P([O-])([O-])([O-])=O.O1CCCC1.C(#N)C.[N+](C1C=CC(COC(C2N3[C@H](SC=2)C([CH:33]([O:42]C(=O)C)[C:34]2[CH:41]=[C:37]4[S:38][CH2:39][CH2:40][N:36]4[N:35]=2)(Br)C3=O)=O)=CC=1)([O-])=O. The catalyst is [Zn].C(OCC)(=O)C. The product is [S:38]1[CH2:39][CH2:40][N:36]2[N:35]=[C:34]([CH:33]=[O:42])[CH:41]=[C:37]12. The yield is 0.392. (6) The yield is 0.880. The catalyst is O1CCCC1.CN1CC(=O)C=C1. The reactants are [Br:1][C:2]1[CH:15]=[CH:14][C:5]([C:6]([NH:8][CH2:9][C:10]([F:13])([F:12])[F:11])=[O:7])=[C:4]([CH2:16]O)[CH:3]=1.C([Mg]Cl)(C)C.CN(C)P(Cl)(N(C)C)=O. The product is [Br:1][C:2]1[CH:3]=[C:4]2[C:5](=[CH:14][CH:15]=1)[C:6](=[O:7])[N:8]([CH2:9][C:10]([F:13])([F:12])[F:11])[CH2:16]2. (7) The reactants are [CH3:1][C:2]1[CH:7]=[C:6]([C:8]2([C:18]3[CH:23]=[CH:22][CH:21]=[C:20]([O:24]C)[CH:19]=3)[C:16]3[C:11](=[N:12][CH:13]=[CH:14][CH:15]=3)[C:10]([NH2:17])=[N:9]2)[CH:5]=[C:4]([CH3:26])[N:3]=1.B(Br)(Br)Br.Cl.[NH4+].[OH-]. The catalyst is C(Cl)Cl.CO. The product is [NH2:17][C:10]1[C:11]2=[N:12][CH:13]=[CH:14][CH:15]=[C:16]2[C:8]([C:18]2[CH:19]=[C:20]([OH:24])[CH:21]=[CH:22][CH:23]=2)([C:6]2[CH:7]=[C:2]([CH3:1])[N:3]=[C:4]([CH3:26])[CH:5]=2)[N:9]=1. The yield is 0.990. (8) The reactants are [Cl:1][C:2]1[C:3]([F:26])=[CH:4][C:5]([N+:23]([O-])=O)=[C:6]([S:8]([NH:11][C:12]2[CH:13]=[CH:14][C:15]([Cl:22])=[C:16]3[C:21]=2[N:20]=[CH:19][CH:18]=[CH:17]3)(=[O:10])=[O:9])[CH:7]=1.Cl[Sn]Cl. The catalyst is Cl.CCO. The product is [NH2:23][C:5]1[CH:4]=[C:3]([F:26])[C:2]([Cl:1])=[CH:7][C:6]=1[S:8]([NH:11][C:12]1[CH:13]=[CH:14][C:15]([Cl:22])=[C:16]2[C:21]=1[N:20]=[CH:19][CH:18]=[CH:17]2)(=[O:9])=[O:10]. The yield is 0.770.